From a dataset of Forward reaction prediction with 1.9M reactions from USPTO patents (1976-2016). Predict the product of the given reaction. (1) Given the reactants C(N(CC)CC)C.[C:8](OC(=O)C)(=[O:10])[CH3:9].[CH3:15][C:16]1([CH3:30])[C:20]([CH3:22])([CH3:21])[O:19][B:18]([C:23]2[CH:24]=[CH:25][C:26]([NH2:29])=[N:27][CH:28]=2)[O:17]1, predict the reaction product. The product is: [CH3:22][C:20]1([CH3:21])[C:16]([CH3:30])([CH3:15])[O:17][B:18]([C:23]2[CH:24]=[CH:25][C:26]([NH:29][C:8](=[O:10])[CH3:9])=[N:27][CH:28]=2)[O:19]1. (2) The product is: [CH3:1][O:2][C:3]1[CH:4]=[C:5]([CH2:11][CH2:12][NH:13][C:14](=[O:23])[C:15]([C:16]2[CH:21]=[CH:20][C:19]([Cl:22])=[CH:18][CH:17]=2)=[CH:29][N:30]([CH3:32])[CH3:31])[CH:6]=[CH:7][C:8]=1[O:9][CH3:10]. Given the reactants [CH3:1][O:2][C:3]1[CH:4]=[C:5]([CH2:11][CH2:12][NH:13][C:14](=[O:23])[CH2:15][C:16]2[CH:21]=[CH:20][C:19]([Cl:22])=[CH:18][CH:17]=2)[CH:6]=[CH:7][C:8]=1[O:9][CH3:10].C(O[CH:29](N(C)C)[N:30]([CH3:32])[CH3:31])(C)(C)C.CN(C)C=O, predict the reaction product. (3) Given the reactants [C:1]1([C:7]2([CH2:13][N:14]3[CH2:19][CH2:18][CH2:17][CH2:16][CH2:15]3)[CH2:12][CH2:11][NH:10][CH2:9][CH2:8]2)[CH:6]=[CH:5][CH:4]=[CH:3][CH:2]=1.[C:20]1([CH:26]([C:31]2[CH:36]=[CH:35][CH:34]=[CH:33][CH:32]=2)[CH2:27][C:28](O)=[O:29])[CH:25]=[CH:24][CH:23]=[CH:22][CH:21]=1.C(Cl)CCl, predict the reaction product. The product is: [C:31]1([CH:26]([C:20]2[CH:21]=[CH:22][CH:23]=[CH:24][CH:25]=2)[CH2:27][C:28]([N:10]2[CH2:9][CH2:8][C:7]([C:1]3[CH:6]=[CH:5][CH:4]=[CH:3][CH:2]=3)([CH2:13][N:14]3[CH2:19][CH2:18][CH2:17][CH2:16][CH2:15]3)[CH2:12][CH2:11]2)=[O:29])[CH:32]=[CH:33][CH:34]=[CH:35][CH:36]=1. (4) Given the reactants [NH2:1][C:2]1[C:7]([C:8]([C:10]2[C:15]([O:16][CH3:17])=[CH:14][CH:13]=[C:12]([F:18])[C:11]=2[CH3:19])=[O:9])=[CH:6][N:5]=[C:4](S(CC)=O)[N:3]=1.[NH2:24][CH:25]1[CH2:30][CH2:29][N:28]([C:31](=[O:33])[CH3:32])[CH2:27][CH2:26]1, predict the reaction product. The product is: [NH2:1][C:2]1[C:7]([C:8](=[O:9])[C:10]2[C:15]([O:16][CH3:17])=[CH:14][CH:13]=[C:12]([F:18])[C:11]=2[CH3:19])=[CH:6][N:5]=[C:4]([NH:24][CH:25]2[CH2:30][CH2:29][N:28]([C:31](=[O:33])[CH3:32])[CH2:27][CH2:26]2)[N:3]=1. (5) Given the reactants Br[CH2:2][C:3]([C:5]1[CH:10]=[CH:9][C:8]([C:11]2[CH:16]=[CH:15][CH:14]=[CH:13][N:12]=2)=[C:7]([O:17][CH3:18])[CH:6]=1)=O.[NH2:19][C:20]1[S:21][CH:22]=[CH:23][N:24]=1, predict the reaction product. The product is: [CH3:18][O:17][C:7]1[CH:6]=[C:5]([C:3]2[N:19]=[C:20]3[N:24]([CH:2]=2)[CH:23]=[CH:22][S:21]3)[CH:10]=[CH:9][C:8]=1[C:11]1[CH:16]=[CH:15][CH:14]=[CH:13][N:12]=1. (6) Given the reactants [Br:1][C:2]1[CH:3]=[C:4]([CH2:15][CH2:16][C@:17]2([CH3:23])[CH2:21][O:20]C(=O)[NH:18]2)[CH:5]=[C:6]([CH3:14])[C:7]=1[O:8][CH2:9][CH2:10][CH2:11][CH2:12][CH3:13].O[Li].O, predict the reaction product. The product is: [NH2:18][C@:17]([CH3:23])([CH2:16][CH2:15][C:4]1[CH:5]=[C:6]([CH3:14])[C:7]([O:8][CH2:9][CH2:10][CH2:11][CH2:12][CH3:13])=[C:2]([Br:1])[CH:3]=1)[CH2:21][OH:20]. (7) The product is: [N+:13]([C:8]1[CH:7]([CH3:16])[CH:5]2[CH2:6][C:2]([CH2:17][N:20]3[CH2:21][CH2:22][C:23]4[C:24]5[C:29](=[CH:28][CH:27]=[CH:26][CH:25]=5)[NH:30][C:31]=4[CH2:19]3)([CH3:1])[O:3][C:4]2=[C:10]([CH3:11])[C:9]=1[CH3:12])([O-:15])=[O:14]. Given the reactants [CH3:1][C:2]1([CH:17]=O)[CH2:6][CH:5]2[CH:7]([CH3:16])[C:8]([N+:13]([O-:15])=[O:14])=[C:9]([CH3:12])[C:10]([CH3:11])=[C:4]2[O:3]1.[CH2:19]1[C:31]2[NH:30][C:29]3[C:24](=[CH:25][CH:26]=[CH:27][CH:28]=3)[C:23]=2[CH2:22][CH2:21][NH:20]1.C(O[BH-](OC(=O)C)OC(=O)C)(=O)C.[Na+].[OH-].[Na+], predict the reaction product.